Dataset: Catalyst prediction with 721,799 reactions and 888 catalyst types from USPTO. Task: Predict which catalyst facilitates the given reaction. (1) Reactant: [C:1]([O:5][C:6](=[O:38])[N:7]([C:16]1[S:17][C@:18]2([C:32](=[O:37])N(OC)C)[C@H:20]([C@:21]([C:24]3[CH:29]=[CH:28][CH:27]=[C:26]([F:30])[C:25]=3[F:31])([CH3:23])[N:22]=1)[CH2:19]2)[CH2:8][O:9][CH2:10][CH2:11][Si:12]([CH3:15])([CH3:14])[CH3:13])([CH3:4])([CH3:3])[CH3:2].[CH3:39][Mg]Br. Product: [C:1]([O:5][C:6](=[O:38])[N:7]([C:16]1[S:17][C@:18]2([C:32](=[O:37])[CH3:39])[C@H:20]([C@:21]([C:24]3[CH:29]=[CH:28][CH:27]=[C:26]([F:30])[C:25]=3[F:31])([CH3:23])[N:22]=1)[CH2:19]2)[CH2:8][O:9][CH2:10][CH2:11][Si:12]([CH3:14])([CH3:15])[CH3:13])([CH3:2])([CH3:4])[CH3:3]. The catalyst class is: 1. (2) Reactant: [F:1][C:2]1[CH:3]=[C:4]2[C:9](=[CH:10][CH:11]=1)[CH:8]=[C:7]([CH:12]1[CH2:17][CH2:16][NH:15][CH2:14][CH2:13]1)[CH:6]=[CH:5]2.[O:18]1[CH2:20][C@H:19]1[CH2:21][O:22][C:23]1[C:31]2[CH2:30][CH2:29][O:28][C:27]=2[CH:26]=[CH:25][CH:24]=1. Product: [O:28]1[CH2:29][CH2:30][C:31]2[C:23]([O:22][CH2:21][C@@H:19]([OH:18])[CH2:20][N:15]3[CH2:14][CH2:13][CH:12]([C:7]4[CH:6]=[CH:5][C:4]5[C:9](=[CH:10][CH:11]=[C:2]([F:1])[CH:3]=5)[CH:8]=4)[CH2:17][CH2:16]3)=[CH:24][CH:25]=[CH:26][C:27]1=2. The catalyst class is: 5. (3) Reactant: [SiH](CC)(CC)CC.[CH2:8]([O:10][C:11]([C:13]1[NH:14][C:15]2[C:20]([C:21]=1[C:22](=O)[CH3:23])=[CH:19][C:18]([Br:25])=[CH:17][CH:16]=2)=[O:12])[CH3:9].O. Product: [CH2:8]([O:10][C:11]([C:13]1[NH:14][C:15]2[C:20]([C:21]=1[CH2:22][CH3:23])=[CH:19][C:18]([Br:25])=[CH:17][CH:16]=2)=[O:12])[CH3:9]. The catalyst class is: 67. (4) Reactant: [CH3:1][O:2][C:3]1[CH:4]=[C:5]([CH:20]=[CH:21][C:22]=1[O:23][CH3:24])/[CH:6]=[N:7]/[NH:8][C:9](=[O:19])[CH:10]([O:17][CH3:18])[C:11]1[CH:16]=[CH:15][CH:14]=[CH:13][CH:12]=1.I[CH3:26].[H-].[Na+]. Product: [CH3:1][O:2][C:3]1[CH:4]=[C:5]([CH:20]=[CH:21][C:22]=1[O:23][CH3:24])/[CH:6]=[N:7]/[N:8]([CH3:26])[C:9](=[O:19])[CH:10]([O:17][CH3:18])[C:11]1[CH:16]=[CH:15][CH:14]=[CH:13][CH:12]=1. The catalyst class is: 3. (5) Product: [C:11]([C:10]1[CH:13]=[C:14]([C:17]2[N:22]=[C:21]([NH:23][C:24]3[CH:29]=[CH:28][C:27]([N:30]4[CH2:31][CH2:32][N:33]([CH:36]5[CH2:39][O:38][CH2:37]5)[CH2:34][CH2:35]4)=[CH:26][CH:25]=3)[N:20]=[CH:19][N:18]=2)[CH:15]=[CH:16][C:9]=1[O:8][C@H:7]1[CH2:6][CH2:5][N:4]([C:51]([C:49]2([OH:54])[CH2:50][N:47]([C:45]([O:44][C:40]([CH3:42])([CH3:41])[CH3:43])=[O:46])[CH2:48]2)=[O:52])[CH2:3][C@H:2]1[F:1])#[N:12]. The catalyst class is: 3. Reactant: [F:1][C@H:2]1[C@@H:7]([O:8][C:9]2[CH:16]=[CH:15][C:14]([C:17]3[N:22]=[C:21]([NH:23][C:24]4[CH:29]=[CH:28][C:27]([N:30]5[CH2:35][CH2:34][N:33]([CH:36]6[CH2:39][O:38][CH2:37]6)[CH2:32][CH2:31]5)=[CH:26][CH:25]=4)[N:20]=[CH:19][N:18]=3)=[CH:13][C:10]=2[C:11]#[N:12])[CH2:6][CH2:5][NH:4][CH2:3]1.[C:40]([O:44][C:45]([N:47]1[CH2:50][C:49]([OH:54])([C:51](O)=[O:52])[CH2:48]1)=[O:46])([CH3:43])([CH3:42])[CH3:41].CN(C(ON1N=NC2C=CC=NC1=2)=[N+](C)C)C.F[P-](F)(F)(F)(F)F.O. (6) Reactant: [CH3:1][CH:2]1[C:7](=[O:8])[N:6](COCC[Si](C)(C)C)[N:5]=[C:4]2[CH2:17][O:18][C:19]3[CH:24]=[C:23]([C:25]([F:28])([F:27])[F:26])[C:22]([CH:29]4[CH2:34][CH2:33][N:32]([C:35]([O:37][C:38]([CH3:41])([CH3:40])[CH3:39])=[O:36])[CH2:31][CH2:30]4)=[CH:21][C:20]=3[N:3]12.CCCC[N+](CCCC)(CCCC)CCCC.[F-]. Product: [CH3:1][CH:2]1[C:7](=[O:8])[NH:6][N:5]=[C:4]2[CH2:17][O:18][C:19]3[CH:24]=[C:23]([C:25]([F:26])([F:28])[F:27])[C:22]([CH:29]4[CH2:34][CH2:33][N:32]([C:35]([O:37][C:38]([CH3:39])([CH3:41])[CH3:40])=[O:36])[CH2:31][CH2:30]4)=[CH:21][C:20]=3[N:3]12. The catalyst class is: 1. (7) Reactant: Br[C:2]1[O:6][C:5]([CH:7]=[C:8]2[C:16]3[C:11](=[CH:12][CH:13]=[C:14]([Cl:17])[CH:15]=3)[NH:10][C:9]2=[O:18])=[CH:4][CH:3]=1.C([O-])([O-])=O.[Cs+].[Cs+].CC1(C)C(C)(C)OB([C:33]2[CH:34]=[C:35]([CH:45]=[CH:46][CH:47]=2)[O:36][CH2:37][CH2:38][N:39]2[CH2:44][CH2:43][O:42][CH2:41][CH2:40]2)O1. Product: [Cl:17][C:14]1[CH:15]=[C:16]2[C:11](=[CH:12][CH:13]=1)[NH:10][C:9](=[O:18])[C:8]2=[CH:7][C:5]1[O:6][C:2]([C:46]2[CH:47]=[CH:33][CH:34]=[C:35]([O:36][CH2:37][CH2:38][N:39]3[CH2:40][CH2:41][O:42][CH2:43][CH2:44]3)[CH:45]=2)=[CH:3][CH:4]=1. The catalyst class is: 38. (8) Reactant: [C:1]([C:3]1[CH:8]=[CH:7][C:6]([C@H:9]([NH:14][CH2:15][C:16]2[CH:21]=[N:20][C:19]([CH3:22])=[C:18]3[O:23]C(C)(C)[O:25][CH2:26][C:17]=23)[CH2:10][C:11]([OH:13])=[O:12])=[CH:5][CH:4]=1)#[N:2].BrCC1C=CC(C#N)=CC=1.C(=O)([O-])[O-].[Cs+].[Cs+]. Product: [C:1]([C:3]1[CH:4]=[CH:5][C:6]([C@H:9]([NH:14][CH2:15][C:16]2[CH:21]=[N:20][C:19]([CH3:22])=[C:18]([OH:23])[C:17]=2[CH2:26][OH:25])[CH2:10][C:11]([OH:13])=[O:12])=[CH:7][CH:8]=1)#[N:2]. The catalyst class is: 3. (9) Reactant: N1CCCCC1.[CH3:7][O:8][C:9]1[CH:10]=[C:11]([CH:14]=[CH:15][C:16]=1[O:17][CH2:18][C:19]#[CH:20])[CH:12]=O.C([CH2:24][C:25]([NH:27][C:28]1[CH:36]=[CH:35][CH:34]=[CH:33][C:29]=1[C:30]([OH:32])=[O:31])=[O:26])(O)=O.CC(O)=O. Product: [CH3:7][O:8][C:9]1[CH:10]=[C:11](/[CH:12]=[CH:24]/[C:25]([NH:27][C:28]2[CH:36]=[CH:35][CH:34]=[CH:33][C:29]=2[C:30]([OH:32])=[O:31])=[O:26])[CH:14]=[CH:15][C:16]=1[O:17][CH2:18][C:19]#[CH:20]. The catalyst class is: 11. (10) Reactant: [SiH4].CCCCCCCCC([O:12][C@@H:13]1[CH2:26][C:25]2[C@@:16]([CH3:39])([C@@H:17]3[C@@H:22]([CH2:23][CH:24]=2)[C@@H:21]2[CH2:27][CH2:28][C@H:29]([C@@H:30]([CH2:32][CH2:33][CH2:34][CH:35]([CH3:37])[CH3:36])[CH3:31])[C@@:20]2([CH3:38])[CH2:19][CH2:18]3)[CH2:15][CH2:14]1)=O.COC(=O)C(C)=C. The catalyst class is: 2. Product: [CH3:37][CH:35]([CH2:34][CH2:33][CH2:32][C@H:30]([C@@H:29]1[C@:20]2([CH3:38])[C@H:21]([C@H:22]3[C@H:17]([CH2:18][CH2:19]2)[C@:16]2([CH3:39])[C:25]([CH2:26][C@H:13]([CH2:14][CH2:15]2)[OH:12])=[CH:24][CH2:23]3)[CH2:27][CH2:28]1)[CH3:31])[CH3:36].